From a dataset of NCI-60 drug combinations with 297,098 pairs across 59 cell lines. Regression. Given two drug SMILES strings and cell line genomic features, predict the synergy score measuring deviation from expected non-interaction effect. (1) Drug 1: CC(C)(C#N)C1=CC(=CC(=C1)CN2C=NC=N2)C(C)(C)C#N. Drug 2: CCC1=C2CN3C(=CC4=C(C3=O)COC(=O)C4(CC)O)C2=NC5=C1C=C(C=C5)O. Cell line: HCT-15. Synergy scores: CSS=9.54, Synergy_ZIP=-4.30, Synergy_Bliss=1.97, Synergy_Loewe=-20.7, Synergy_HSA=-1.21. (2) Drug 1: C1=NC2=C(N=C(N=C2N1C3C(C(C(O3)CO)O)O)F)N. Drug 2: C1C(C(OC1N2C=NC(=NC2=O)N)CO)O. Cell line: A549. Synergy scores: CSS=2.97, Synergy_ZIP=5.25, Synergy_Bliss=7.73, Synergy_Loewe=1.83, Synergy_HSA=4.02. (3) Drug 1: C1=C(C(=O)NC(=O)N1)N(CCCl)CCCl. Drug 2: CC1C(C(CC(O1)OC2CC(OC(C2O)C)OC3=CC4=CC5=C(C(=O)C(C(C5)C(C(=O)C(C(C)O)O)OC)OC6CC(C(C(O6)C)O)OC7CC(C(C(O7)C)O)OC8CC(C(C(O8)C)O)(C)O)C(=C4C(=C3C)O)O)O)O. Cell line: DU-145. Synergy scores: CSS=1.12, Synergy_ZIP=-10.1, Synergy_Bliss=-10.6, Synergy_Loewe=-11.7, Synergy_HSA=-11.6. (4) Drug 1: COC1=C(C=C2C(=C1)N=CN=C2NC3=CC(=C(C=C3)F)Cl)OCCCN4CCOCC4. Drug 2: CN(CC1=CN=C2C(=N1)C(=NC(=N2)N)N)C3=CC=C(C=C3)C(=O)NC(CCC(=O)O)C(=O)O. Cell line: CCRF-CEM. Synergy scores: CSS=48.6, Synergy_ZIP=-1.93, Synergy_Bliss=-2.26, Synergy_Loewe=-0.684, Synergy_HSA=-0.387. (5) Drug 1: CS(=O)(=O)CCNCC1=CC=C(O1)C2=CC3=C(C=C2)N=CN=C3NC4=CC(=C(C=C4)OCC5=CC(=CC=C5)F)Cl. Drug 2: CC1(CCCN1)C2=NC3=C(C=CC=C3N2)C(=O)N. Cell line: HCT116. Synergy scores: CSS=4.00, Synergy_ZIP=-2.76, Synergy_Bliss=-7.35, Synergy_Loewe=-7.33, Synergy_HSA=-5.97. (6) Drug 1: C1=CC=C(C(=C1)C(C2=CC=C(C=C2)Cl)C(Cl)Cl)Cl. Drug 2: CCN(CC)CCCC(C)NC1=C2C=C(C=CC2=NC3=C1C=CC(=C3)Cl)OC. Cell line: UACC-257. Synergy scores: CSS=6.07, Synergy_ZIP=-1.20, Synergy_Bliss=2.19, Synergy_Loewe=-0.681, Synergy_HSA=2.24.